Dataset: Forward reaction prediction with 1.9M reactions from USPTO patents (1976-2016). Task: Predict the product of the given reaction. (1) Given the reactants C(N(CC)CC)C.CN(C(ON1N=NC2C=CC=CC1=2)=[N+](C)C)C.[B-](F)(F)(F)F.[N:30]1([CH:35]([CH3:39])[C:36]([OH:38])=O)[CH2:34][CH2:33][CH2:32][CH2:31]1.[Cl:40][C:41]1[CH:46]=[CH:45][C:44]([C:47]2[CH:48]=[CH:49][C:50]([C:53]#[C:54][C:55]3[CH:60]=[CH:59][C:58]([NH2:61])=[CH:57][CH:56]=3)=[N:51][CH:52]=2)=[CH:43][CH:42]=1, predict the reaction product. The product is: [Cl:40][C:41]1[CH:46]=[CH:45][C:44]([C:47]2[CH:48]=[CH:49][C:50]([C:53]#[C:54][C:55]3[CH:56]=[CH:57][C:58]([NH:61][C:36](=[O:38])[CH:35]([N:30]4[CH2:31][CH2:32][CH2:33][CH2:34]4)[CH3:39])=[CH:59][CH:60]=3)=[N:51][CH:52]=2)=[CH:43][CH:42]=1. (2) Given the reactants [C:1]([C:9]1[C:10](=[O:19])[N:11]([CH3:18])[C:12](=[O:17])[N:13]([CH3:16])[C:14]=1[CH3:15])(=O)[C:2]1[CH:7]=[CH:6][CH:5]=[CH:4][CH:3]=1.[NH2:20][C:21]1[CH:26]=[CH:25][CH:24]=[CH:23][C:22]=1[NH:27][C:28](=O)[CH3:29].CC1[O:38][C:35]([CH:36]=O)=[CH:34][CH:33]=1, predict the reaction product. The product is: [CH3:36][C:35]1[O:38][C:29]([CH:28]2[NH:27][C:22]3[C:21](=[CH:26][CH:25]=[CH:24][CH:23]=3)[N:20]3[C:15]2=[C:14]2[N:13]([CH3:16])[C:12](=[O:17])[N:11]([CH3:18])[C:10](=[O:19])[C:9]2=[C:1]3[C:2]2[CH:7]=[CH:6][CH:5]=[CH:4][CH:3]=2)=[CH:33][CH:34]=1. (3) The product is: [CH3:13][N:12]1[C:11]2[CH:10]=[CH:9][C:4]([C:5]([O:7][CH3:8])=[O:6])=[CH:3][C:2]=2[N:1]=[CH:14]1. Given the reactants [NH2:1][C:2]1[CH:3]=[C:4]([CH:9]=[CH:10][C:11]=1[NH:12][CH3:13])[C:5]([O:7][CH3:8])=[O:6].[CH:14](OC)(OC)OC, predict the reaction product. (4) Given the reactants [C:1]([C:3]1[CH:4]=[C:5]([CH:20]=[CH:21][CH:22]=1)[CH2:6][NH:7][C:8]1[CH:13]=[C:12]([C:14]2[NH:18][N:17]=[N:16][N:15]=2)[CH:11]=[CH:10][C:9]=1F)#[CH:2].N[C:24]1C=C(C2NN=NN=2)C=C[CH:29]=1.C1C2C(=CC=CC=2)C=CC=1C=O, predict the reaction product. The product is: [CH:4]1[C:3]2[C:22](=[CH:24][CH:29]=[CH:2][CH:1]=2)[CH:21]=[CH:20][C:5]=1[CH2:6][NH:7][C:8]1[CH:9]=[CH:10][CH:11]=[C:12]([C:14]2[NH:18][N:17]=[N:16][N:15]=2)[CH:13]=1. (5) Given the reactants [F:1][C:2]([F:7])([F:6])[C:3]([OH:5])=[O:4].[F:8][C:9]([F:14])([F:13])[C:10]([OH:12])=[O:11].[Cl:15][C:16]1[CH:17]=[N:18][C:19]2[NH:20][C:21]3[CH:22]=[N:23][CH:24]=[C:25]([CH:38]=3)[CH2:26][CH2:27][C:28]3[CH:36]=[C:32]([NH:33][C:34]=1[N:35]=2)[CH:31]=[CH:30][C:29]=3[NH2:37].[N:39]([CH2:42][C:43]1[O:44][CH:45]=[CH:46][CH:47]=1)=[C:40]=[O:41], predict the reaction product. The product is: [F:1][C:2]([F:7])([F:6])[C:3]([OH:5])=[O:4].[F:8][C:9]([F:14])([F:13])[C:10]([OH:12])=[O:11].[Cl:15][C:16]1[CH:17]=[N:18][C:19]2[NH:20][C:21]3[CH:22]=[N:23][CH:24]=[C:25]([CH:38]=3)[CH2:26][CH2:27][C:28]3[CH:36]=[C:32]([NH:33][C:34]=1[N:35]=2)[CH:31]=[CH:30][C:29]=3[NH:37][C:40]([NH:39][CH2:42][C:43]1[O:44][CH:45]=[CH:46][CH:47]=1)=[O:41]. (6) Given the reactants [C:1]([O:5][C:6]([N:8]1[CH2:13][CH2:12][NH:11][CH2:10][CH2:9]1)=[O:7])([CH3:4])([CH3:3])[CH3:2].C(=O)([O-])[O-].[K+].[K+].[I-].[Na+].O1CCOCC1.Br[CH2:29][CH2:30][F:31], predict the reaction product. The product is: [C:1]([O:5][C:6]([N:8]1[CH2:13][CH2:12][N:11]([CH2:29][CH2:30][F:31])[CH2:10][CH2:9]1)=[O:7])([CH3:4])([CH3:2])[CH3:3]. (7) Given the reactants [CH2:1](Br)[C:2]1[CH:7]=[CH:6][CH:5]=[CH:4][CH:3]=1.[CH3:9][O:10][C:11]([C:13]1[C:14]([CH:25]=[CH:26][C:27]2[CH:32]=[CH:31][CH:30]=[CH:29][CH:28]=2)=[N:15][C:16]([CH3:24])=[C:17]([OH:23])[C:18]=1[C:19]([O:21][CH3:22])=[O:20])=[O:12].C[C:34](C)=[O:35], predict the reaction product. The product is: [CH2:1]([O:23][C:17]1[C:18]([C:19]([O:21][CH3:22])=[O:20])=[C:13]([C:11]([O:10][CH3:9])=[O:12])[C:14]([CH2:25][CH2:26][C:27]2[CH:28]=[CH:29][C:30]([O:35][CH3:34])=[CH:31][CH:32]=2)=[N:15][C:16]=1[CH3:24])[C:2]1[CH:7]=[CH:6][CH:5]=[CH:4][CH:3]=1.